This data is from Forward reaction prediction with 1.9M reactions from USPTO patents (1976-2016). The task is: Predict the product of the given reaction. Given the reactants [NH2:1][C@H:2]1[CH2:11][CH2:10][C:9]2[C:8]([S:12]([NH:15][C:16]3[CH:21]=[CH:20][C:19]([F:22])=[C:18]([Cl:23])[CH:17]=3)(=[O:14])=[O:13])=[CH:7][CH:6]=[C:5]([O:24][CH3:25])[C:4]=2[CH2:3]1.Br[CH2:27][CH2:28][CH2:29][CH2:30]Br.CCN(C(C)C)C(C)C.[I-].[K+], predict the reaction product. The product is: [Cl:23][C:18]1[CH:17]=[C:16]([NH:15][S:12]([C:8]2[C:9]3[CH2:10][CH2:11][C@H:2]([N:1]4[CH2:30][CH2:29][CH2:28][CH2:27]4)[CH2:3][C:4]=3[C:5]([O:24][CH3:25])=[CH:6][CH:7]=2)(=[O:13])=[O:14])[CH:21]=[CH:20][C:19]=1[F:22].